Task: Predict the reactants needed to synthesize the given product.. Dataset: Full USPTO retrosynthesis dataset with 1.9M reactions from patents (1976-2016) (1) Given the product [OH:8][NH:9][C:10]([C:12]1([NH:17][S:18]([C:21]2[CH:22]=[CH:23][C:24]([O:27][CH3:28])=[CH:25][CH:26]=2)(=[O:20])=[O:19])[CH2:16][CH2:15][CH2:14][CH2:13]1)=[O:11], predict the reactants needed to synthesize it. The reactants are: C([O:8][NH:9][C:10]([C:12]1([NH:17][S:18]([C:21]2[CH:26]=[CH:25][C:24]([O:27][CH3:28])=[CH:23][CH:22]=2)(=[O:20])=[O:19])[CH2:16][CH2:15][CH2:14][CH2:13]1)=[O:11])C1C=CC=CC=1. (2) The reactants are: [CH3:1][O:2][C:3]1[CH:8]=[CH:7][CH:6]=[CH:5][C:4]=1[N:9]1[CH2:14][CH2:13][NH:12][CH2:11][CH2:10]1.[CH3:15][O:16][C:17]1[CH:22]=[CH:21][CH:20]=[CH:19][C:18]=1[C:23]1[CH:28]=[CH:27][CH:26]=[C:25]([CH:29]=O)[CH:24]=1.[BH-](OC(C)=O)(OC(C)=O)OC(C)=O.[Na+].C1(C2C=CC=CC=2)C=CC=CC=1CN1CCN(C2C=CC=CC=2)CC1. Given the product [CH3:15][O:16][C:17]1[CH:22]=[CH:21][CH:20]=[CH:19][C:18]=1[C:23]1[CH:28]=[CH:27][CH:26]=[C:25]([CH2:29][N:12]2[CH2:13][CH2:14][N:9]([C:4]3[CH:5]=[CH:6][CH:7]=[CH:8][C:3]=3[O:2][CH3:1])[CH2:10][CH2:11]2)[CH:24]=1, predict the reactants needed to synthesize it. (3) The reactants are: [CH2:1]([N:3]([CH2:22][CH3:23])[C:4]([CH2:6][C:7]1[CH:12]=[CH:11][C:10](OS(C(F)(F)F)(=O)=O)=[C:9]([F:21])[CH:8]=1)=[O:5])[CH3:2].[CH:24]([N:37]1[CH2:42][CH2:41][NH:40][CH2:39][CH2:38]1)([C:31]1[CH:36]=[CH:35][CH:34]=[CH:33][CH:32]=1)[C:25]1[CH:30]=[CH:29][CH:28]=[CH:27][CH:26]=1.CC(C1C=C(C(C)C)C(C2C=CC=CC=2P(C2CCCCC2)C2CCCCC2)=C(C(C)C)C=1)C.CC(C)([O-])C.[Na+]. Given the product [CH:24]([N:37]1[CH2:42][CH2:41][N:40]([C:10]2[CH:11]=[CH:12][C:7]([CH2:6][C:4]([N:3]([CH2:22][CH3:23])[CH2:1][CH3:2])=[O:5])=[CH:8][C:9]=2[F:21])[CH2:39][CH2:38]1)([C:31]1[CH:36]=[CH:35][CH:34]=[CH:33][CH:32]=1)[C:25]1[CH:30]=[CH:29][CH:28]=[CH:27][CH:26]=1, predict the reactants needed to synthesize it. (4) Given the product [NH2:13][C:9]1[N:8]=[C:7]([NH:6][CH2:5][CH2:4][NH:3][C:19]2[CH:18]=[C:17]([Cl:22])[N:16]=[C:15]([NH2:14])[N:20]=2)[CH:12]=[CH:11][N:10]=1, predict the reactants needed to synthesize it. The reactants are: Cl.Cl.[NH2:3][CH2:4][CH2:5][NH:6][C:7]1[CH:12]=[CH:11][N:10]=[C:9]([NH2:13])[N:8]=1.[NH2:14][C:15]1[N:20]=[C:19](Cl)[CH:18]=[C:17]([Cl:22])[N:16]=1.